From a dataset of Peptide-MHC class I binding affinity with 185,985 pairs from IEDB/IMGT. Regression. Given a peptide amino acid sequence and an MHC pseudo amino acid sequence, predict their binding affinity value. This is MHC class I binding data. (1) The peptide sequence is APSYRNFSF. The MHC is HLA-B27:05 with pseudo-sequence HLA-B27:05. The binding affinity (normalized) is 0.0847. (2) The MHC is HLA-B57:01 with pseudo-sequence HLA-B57:01. The peptide sequence is ACQGVGGPSHK. The binding affinity (normalized) is 0. (3) The peptide sequence is DINESMSQMV. The MHC is HLA-A02:02 with pseudo-sequence HLA-A02:02. The binding affinity (normalized) is 0.469. (4) The peptide sequence is RRIRQGLEL. The MHC is Mamu-A07 with pseudo-sequence Mamu-A07. The binding affinity (normalized) is 0.0459. (5) The peptide sequence is MKELSPRWY. The MHC is HLA-A24:02 with pseudo-sequence HLA-A24:02. The binding affinity (normalized) is 0. (6) The peptide sequence is MLPESDLDKV. The MHC is HLA-A02:02 with pseudo-sequence HLA-A02:02. The binding affinity (normalized) is 0.892. (7) The peptide sequence is CLMMMLPATL. The MHC is HLA-A02:01 with pseudo-sequence HLA-A02:01. The binding affinity (normalized) is 0.698. (8) The peptide sequence is LTPCTCGSSDL. The MHC is Mamu-A01 with pseudo-sequence Mamu-A01. The binding affinity (normalized) is 0.900.